Task: Predict the reactants needed to synthesize the given product.. Dataset: Full USPTO retrosynthesis dataset with 1.9M reactions from patents (1976-2016) Given the product [Cl:33][C:14]1[CH:13]=[CH:12][C:11]2[C:10]([S:7]([NH:6][CH:1]3[CH2:2][CH2:3][CH2:4][CH2:5]3)(=[O:9])=[O:8])=[CH:19][C:18]([C:20]3[C:21]([CH3:26])=[N:22][O:23][C:24]=3[CH3:25])=[CH:17][C:16]=2[N:15]=1, predict the reactants needed to synthesize it. The reactants are: [CH:1]1([NH:6][S:7]([C:10]2[C:11]3[CH:12]=[CH:13][CH:14]=[N:15][C:16]=3[CH:17]=[C:18]([C:20]3[C:21]([CH3:26])=[N:22][O:23][C:24]=3[CH3:25])[CH:19]=2)(=[O:9])=[O:8])[CH2:5][CH2:4][CH2:3][CH2:2]1.C1C=C([Cl:33])C=C(C(OO)=O)C=1.